Predict which catalyst facilitates the given reaction. From a dataset of Catalyst prediction with 721,799 reactions and 888 catalyst types from USPTO. (1) Reactant: [CH2:1]([N:3]([CH:11]1[CH2:16][CH2:15][CH2:14][CH:13]([C:17]2[C:25]3[C:20](=[CH:21][CH:22]=[C:23]([NH:26][C:27]([C:29]4[S:30][CH:31]=[CH:32][CH:33]=4)=[NH:28])[CH:24]=3)[NH:19][CH:18]=2)[CH2:12]1)C(=O)OC(C)(C)C)[CH3:2].C(O)(C(F)(F)F)=O.[NH4+].[OH-]. Product: [CH2:1]([NH:3][CH:11]1[CH2:16][CH2:15][CH2:14][CH:13]([C:17]2[C:25]3[C:20](=[CH:21][CH:22]=[C:23]([NH:26][C:27]([C:29]4[S:30][CH:31]=[CH:32][CH:33]=4)=[NH:28])[CH:24]=3)[NH:19][CH:18]=2)[CH2:12]1)[CH3:2]. The catalyst class is: 4. (2) Reactant: [N+:1]([C:4]1[CH:9]=[C:8]([C:10]([F:13])([F:12])[F:11])[CH:7]=[CH:6][C:5]=1[CH2:14][C:15]([O:17]C)=O)([O-])=O. Product: [F:11][C:10]([F:13])([F:12])[C:8]1[CH:9]=[C:4]2[C:5]([CH2:14][C:15](=[O:17])[NH:1]2)=[CH:6][CH:7]=1. The catalyst class is: 45. (3) Reactant: [H-].[Na+].[Br:3][C:4]1[CH:5]=[C:6]2[CH:12]=[N:11][NH:10][C:7]2=[N:8][CH:9]=1.[CH3:13][Si:14]([CH3:21])([CH3:20])[CH2:15][CH2:16][O:17][CH2:18]Cl. Product: [Br:3][C:4]1[CH:5]=[C:6]2[CH:12]=[N:11][N:10]([CH2:18][O:17][CH2:16][CH2:15][Si:14]([CH3:21])([CH3:20])[CH3:13])[C:7]2=[N:8][CH:9]=1. The catalyst class is: 56. (4) Reactant: [NH2:1][CH:2]([C:5]1[CH:10]=[CH:9][CH:8]=[C:7]([Br:11])[CH:6]=1)[CH2:3][OH:4].[C:12]([N:16]=[C:17]=[S:18])([CH3:15])([CH3:14])[CH3:13]. Product: [C:12]([NH:16][C:17]([NH:1][CH:2]([C:5]1[CH:10]=[CH:9][CH:8]=[C:7]([Br:11])[CH:6]=1)[CH2:3][OH:4])=[S:18])([CH3:15])([CH3:14])[CH3:13]. The catalyst class is: 8.